Dataset: Reaction yield outcomes from USPTO patents with 853,638 reactions. Task: Predict the reaction yield, written as a fraction of the theoretical maximum amount of product (1.0 means a 100% yield; for example, 0.34 means a 34% yield). (1) The reactants are [N+:1]([C:4]1[CH:12]=[C:11]2[C:7]([CH2:8][O:9][C:10]2=[O:13])=[CH:6][CH:5]=1)([O-])=O.O.O.Cl[Sn]Cl. The catalyst is Cl.O. The product is [NH2:1][C:4]1[CH:12]=[C:11]2[C:7]([CH2:8][O:9][C:10]2=[O:13])=[CH:6][CH:5]=1. The yield is 0.780. (2) The reactants are [CH2:1]([O:6][C:7]1[CH:8]=[CH:9][C:10]([O:13][C:14]2[CH:19]=[CH:18][CH:17]=[C:16]([CH:20]=[C:21]3[CH2:26][CH2:25][NH:24][CH2:23][CH2:22]3)[CH:15]=2)=[N:11][CH:12]=1)[CH2:2][CH2:3][C:4]#[CH:5].[N:27]1[CH:32]=[CH:31][CH:30]=[C:29]([NH:33][C:34](=O)[O:35]C2C=CC=CC=2)[CH:28]=1.C(N(CC)CC)C. The catalyst is CS(C)=O.O. The product is [CH2:1]([O:6][C:7]1[CH:8]=[CH:9][C:10]([O:13][C:14]2[CH:15]=[C:16]([CH:17]=[CH:18][CH:19]=2)[CH:20]=[C:21]2[CH2:26][CH2:25][N:24]([C:34]([NH:33][C:29]3[CH:28]=[N:27][CH:32]=[CH:31][CH:30]=3)=[O:35])[CH2:23][CH2:22]2)=[N:11][CH:12]=1)[CH2:2][CH2:3][C:4]#[CH:5]. The yield is 0.650. (3) The reactants are [CH2:1]([O:3][C:4]1[CH:9]=[CH:8][C:7]([CH2:10][CH2:11][CH2:12][C@H:13]([C@@H:29]2[O:33]C(C)(C)O[C:30]2=[O:36])[C:14]([N:16]2[CH2:21][CH2:20][N:19]([CH2:22][CH2:23][C:24]3[S:25][CH:26]=[CH:27][CH:28]=3)[CH2:18][CH2:17]2)=[O:15])=[CH:6][CH:5]=1)[CH3:2].[NH2:37][OH:38].O. The yield is 0.420. The catalyst is CC(O)C. The product is [CH2:1]([O:3][C:4]1[CH:5]=[CH:6][C:7]([CH2:10][CH2:11][CH2:12][C@@H:13]([C:14]([N:16]2[CH2:17][CH2:18][N:19]([CH2:22][CH2:23][C:24]3[S:25][CH:26]=[CH:27][CH:28]=3)[CH2:20][CH2:21]2)=[O:15])[C@H:29]([OH:33])[C:30]([NH:37][OH:38])=[O:36])=[CH:8][CH:9]=1)[CH3:2]. (4) The reactants are [CH2:1]([O:8][C:9]1[CH:31]=[CH:30][C:29]([C:32](=O)[CH2:33]Br)=[CH:28][C:10]=1[C:11]([NH:13][C:14]1[CH:19]=[C:18]([C:20]([F:23])([F:22])[F:21])[CH:17]=[C:16]([C:24]([F:27])([F:26])[F:25])[CH:15]=1)=[O:12])[C:2]1[CH:7]=[CH:6][CH:5]=[CH:4][CH:3]=1.[C:36]([NH2:39])(=[S:38])[CH3:37].C(=O)([O-])O.[Na+].C(O)C. The catalyst is O. The product is [CH2:1]([O:8][C:9]1[CH:31]=[CH:30][C:29]([C:32]2[N:39]=[C:36]([CH3:37])[S:38][CH:33]=2)=[CH:28][C:10]=1[C:11]([NH:13][C:14]1[CH:19]=[C:18]([C:20]([F:22])([F:23])[F:21])[CH:17]=[C:16]([C:24]([F:27])([F:25])[F:26])[CH:15]=1)=[O:12])[C:2]1[CH:7]=[CH:6][CH:5]=[CH:4][CH:3]=1. The yield is 0.675. (5) The reactants are ClS(O)(=O)=O.C(O)(=O)/C=C/C(O)=O.C(O)(=O)/C=C\C(O)=O.[N+:22]([C:25]1[CH:41]=[CH:40][CH:39]=[CH:38][C:26]=1[O:27]/[C:28](=[CH:33]\[C:34]([O:36]C)=O)/[C:29]([O:31][CH3:32])=[O:30])([O-:24])=[O:23].[N+](C1C=CC=CC=1O/C(=C/C(OC)=O)/C(OC)=O)([O-])=O. No catalyst specified. The product is [N+:22]([C:25]1[C:26]2[O:27][C:28]([C:29]([O:31][CH3:32])=[O:30])=[CH:33][C:34](=[O:36])[C:38]=2[CH:39]=[CH:40][CH:41]=1)([O-:24])=[O:23]. The yield is 0.860. (6) The reactants are [C:1]1([C:7]2[C:8]([C:12]([O:14][CH3:15])=[O:13])=[CH:9][NH:10][CH:11]=2)[CH:6]=[CH:5][CH:4]=[CH:3][CH:2]=1.[Br:16]N1C(=O)CCC1=O. No catalyst specified. The product is [Br:16][C:11]1[NH:10][CH:9]=[C:8]([C:12]([O:14][CH3:15])=[O:13])[C:7]=1[C:1]1[CH:2]=[CH:3][CH:4]=[CH:5][CH:6]=1. The yield is 0.700. (7) The reactants are [CH:1]1[C:13]2[N:12]([C:14]3[CH:19]=[CH:18][C:17]([C:20](=[O:22])[CH3:21])=[CH:16][CH:15]=3)[C:11]3[C:6](=[CH:7][CH:8]=[CH:9][CH:10]=3)[C:5]=2[CH:4]=[CH:3][CH:2]=1.[CH3:23][C:24]1[CH:32]=[C:31]([CH3:33])[CH:30]=[C:29]([CH3:34])[C:25]=1[C:26](Cl)=[O:27].[Al+3].[Cl-].[Cl-].[Cl-].[C:39](Cl)(=[O:46])[C:40]1[CH:45]=[CH:44][CH:43]=[CH:42][CH:41]=1. The catalyst is C(Cl)Cl. The product is [C:39]([C:8]1[CH:9]=[CH:10][C:11]2[N:12]([C:14]3[CH:15]=[CH:16][C:17]([C:20](=[O:22])[CH3:21])=[CH:18][CH:19]=3)[C:13]3[C:5]([C:6]=2[CH:7]=1)=[CH:4][C:3]([C:26](=[O:27])[C:25]1[C:24]([CH3:23])=[CH:32][C:31]([CH3:33])=[CH:30][C:29]=1[CH3:34])=[CH:2][CH:1]=3)(=[O:46])[C:40]1[CH:45]=[CH:44][CH:43]=[CH:42][CH:41]=1. The yield is 0.210.